Dataset: Catalyst prediction with 721,799 reactions and 888 catalyst types from USPTO. Task: Predict which catalyst facilitates the given reaction. (1) Reactant: [Cl:1][C:2]1[CH:7]=[CH:6][C:5]([S:8]([CH2:11][C:12]2[CH:17]=[C:16]([F:18])[CH:15]=[CH:14][C:13]=2[F:19])(=[O:10])=[O:9])=[CH:4][CH:3]=1.[CH:20]([O:22][CH2:23][CH2:24][CH2:25][CH2:26]O)=[CH2:21].C(C=P(CCCC)(CCCC)CCCC)#N. Product: [Cl:1][C:2]1[CH:7]=[CH:6][C:5]([S:8]([CH:11]([C:12]2[CH:17]=[C:16]([F:18])[CH:15]=[CH:14][C:13]=2[F:19])[CH2:26][CH2:25][CH2:24][CH2:23][O:22][CH:20]=[CH2:21])(=[O:10])=[O:9])=[CH:4][CH:3]=1. The catalyst class is: 11. (2) Reactant: [C:1]1([CH2:7][OH:8])[CH:6]=[CH:5][CH:4]=[CH:3][CH:2]=1.C(N(CC)CC)C.[O:16]=[C:17]1CCC(=O)N1OC(=O)ON1C(=O)CCC1=O.[O:34]1[CH2:39][CH2:38][CH:37]([CH2:40][C@@H:41]2[NH:45][CH:44]([C:46]([OH:48])=[O:47])[CH2:43][S:42]2)[CH2:36][CH2:35]1. Product: [CH2:7]([O:8][C:17]([N:45]1[CH:44]([C:46]([OH:48])=[O:47])[CH2:43][S:42][C@@H:41]1[CH2:40][CH:37]1[CH2:38][CH2:39][O:34][CH2:35][CH2:36]1)=[O:16])[C:1]1[CH:6]=[CH:5][CH:4]=[CH:3][CH:2]=1. The catalyst class is: 616. (3) Reactant: [Cl:1][C:2]1[N:6]2[CH:7]=[C:8]([C:15]3[CH:19]=[CH:18][O:17][CH:16]=3)[CH:9]=[C:10]([C:11]([F:14])([F:13])[F:12])[C:5]2=[N:4][C:3]=1[C:20](O)=[O:21].[CH3:23][C@H:24]1[CH2:28][O:27][C:26](=[O:29])[N:25]1[CH:30]1[CH2:35][CH2:34][NH:33][CH2:32][CH2:31]1.CCN(C(C)C)C(C)C.CN(C(ON1N=NC2C=CC=NC1=2)=[N+](C)C)C.F[P-](F)(F)(F)(F)F. Product: [Cl:1][C:2]1[N:6]2[CH:7]=[C:8]([C:15]3[CH:19]=[CH:18][O:17][CH:16]=3)[CH:9]=[C:10]([C:11]([F:13])([F:12])[F:14])[C:5]2=[N:4][C:3]=1[C:20]([N:33]1[CH2:32][CH2:31][CH:30]([N:25]2[C@@H:24]([CH3:23])[CH2:28][O:27][C:26]2=[O:29])[CH2:35][CH2:34]1)=[O:21]. The catalyst class is: 85. (4) Reactant: Cl[CH2:2][C:3]1[C:8]([F:9])=[CH:7][C:6]([F:10])=[CH:5][N:4]=1.[CH3:11][N:12]1[C:17]2[N:18]=[C:19]([N:23]3[CH2:28][CH2:27][NH:26][CH2:25][CH2:24]3)[NH:20][C:21](=[O:22])[C:16]=2[CH2:15][CH2:14][CH2:13]1.C(=O)([O-])[O-].[K+].[K+]. Product: [F:9][C:8]1[C:3]([CH2:2][N:26]2[CH2:27][CH2:28][N:23]([C:19]3[NH:20][C:21](=[O:22])[C:16]4[CH2:15][CH2:14][CH2:13][N:12]([CH3:11])[C:17]=4[N:18]=3)[CH2:24][CH2:25]2)=[N:4][CH:5]=[C:6]([F:10])[CH:7]=1. The catalyst class is: 10.